From a dataset of Forward reaction prediction with 1.9M reactions from USPTO patents (1976-2016). Predict the product of the given reaction. The product is: [CH:21]([O:24][C:25]1[CH:33]=[CH:32][C:28]([C:29]([N:16]2[CH2:15][CH2:14][C:13]3([NH:12][CH2:11][CH2:10][N:9]4[C:5]([C:4]([F:3])([F:19])[F:20])=[CH:6][CH:7]=[C:8]34)[CH2:18][CH2:17]2)=[O:30])=[CH:27][C:26]=1[O:34][CH3:35])([CH3:23])[CH3:22]. Given the reactants Cl.Cl.[F:3][C:4]([F:20])([F:19])[C:5]1[N:9]2[CH2:10][CH2:11][NH:12][C:13]3([CH2:18][CH2:17][NH:16][CH2:15][CH2:14]3)[C:8]2=[CH:7][CH:6]=1.[CH:21]([O:24][C:25]1[CH:33]=[CH:32][C:28]([C:29](O)=[O:30])=[CH:27][C:26]=1[O:34][CH3:35])([CH3:23])[CH3:22].ON1C2C=CC=CC=2N=N1.C(N=C=NCCCN(C)C)C.CN1CCOCC1, predict the reaction product.